Predict the reactants needed to synthesize the given product. From a dataset of Full USPTO retrosynthesis dataset with 1.9M reactions from patents (1976-2016). (1) Given the product [Cl:33][C:30]1[CH:31]=[C:32]2[C:27](=[C:28]([Cl:34])[CH:29]=1)[CH2:26][N:25]([CH3:35])[CH2:24][CH:23]2[C:20]1[CH:19]=[CH:18][C:17]([S:14]([NH:13][CH2:12][CH2:11][O:10][CH2:9][CH2:8][O:7][CH2:6][CH2:5][O:4][CH2:3][CH2:2][NH:1][C:49](=[O:54])[CH2:50][CH2:51][C:52]([NH:48][CH2:44][CH2:45][O:47][CH2:5][CH2:6][O:7][CH2:8][CH2:9][O:10][CH2:11][CH2:12][NH:13][S:14]([C:17]2[CH:22]=[CH:21][C:20]([CH:62]3[C:32]4[C:64](=[C:28]([Cl:34])[CH:29]=[C:30]([Cl:33])[CH:31]=4)[CH2:63][N:60]([CH3:58])[CH2:61]3)=[CH:19][CH:18]=2)(=[O:16])=[O:15])=[O:53])(=[O:16])=[O:15])=[CH:22][CH:21]=1, predict the reactants needed to synthesize it. The reactants are: [NH2:1][CH2:2][CH2:3][O:4][CH2:5][CH2:6][O:7][CH2:8][CH2:9][O:10][CH2:11][CH2:12][NH:13][S:14]([C:17]1[CH:22]=[CH:21][C:20]([CH:23]2[C:32]3[C:27](=[C:28]([Cl:34])[CH:29]=[C:30]([Cl:33])[CH:31]=3)[CH2:26][N:25]([CH3:35])[CH2:24]2)=[CH:19][CH:18]=1)(=[O:16])=[O:15].[O:54]=[C:49]1[CH2:50][CH2:51][C:52](=[O:53])[N:48]1[CH:44]([C:45]([O-:47])=O)[CH:44]([N:48]1[C:52](=[O:53])[CH2:51][CH2:50][C:49]1=[O:54])[C:45]([O-:47])=O.[CH2:58]([N:60]([CH2:63][CH3:64])[CH2:61][CH3:62])C. (2) Given the product [P:8]([Cl:18])(=[O:16])([O:26][C:22](=[O:21])[C@H:6]([CH3:7])[NH:3][CH3:4])[O:9][C:10]1[CH:11]=[CH:12][CH:13]=[CH:14][CH:15]=1, predict the reactants needed to synthesize it. The reactants are: C([N:3]([CH2:6][CH3:7])[CH2:4]C)C.[P:8]([Cl:18])(Cl)(=[O:16])[O:9][C:10]1[CH:15]=[CH:14][CH:13]=[CH:12][CH:11]=1.Cl.C[O:21][C:22](=[O:26])[C@H](C)N. (3) Given the product [C:34]([O:33][C:31]([N:27]1[CH2:28][CH2:29][CH2:30][CH:26]1[CH2:25][N:6]1[C:7]2[C:3](=[C:2]([Cl:1])[CH:10]=[CH:9][CH:8]=2)[C:4]([C:11](=[O:12])[NH:13][CH2:14][CH:15]2[CH2:20][CH:19]([CH3:21])[CH2:18][C:17]([F:22])([F:23])[CH2:16]2)=[CH:5]1)=[O:32])([CH3:37])([CH3:35])[CH3:36], predict the reactants needed to synthesize it. The reactants are: [Cl:1][C:2]1[CH:10]=[CH:9][CH:8]=[C:7]2[C:3]=1[C:4]([C:11]([NH:13][CH2:14][CH:15]1[CH2:20][CH:19]([CH3:21])[CH2:18][C:17]([F:23])([F:22])[CH2:16]1)=[O:12])=[CH:5][NH:6]2.O[CH2:25][CH:26]1[CH2:30][CH2:29][CH2:28][N:27]1[C:31]([O:33][C:34]([CH3:37])([CH3:36])[CH3:35])=[O:32].C(C=P(CCCC)(CCCC)CCCC)#N. (4) The reactants are: Br[CH2:2][CH2:3][CH2:4][Cl:5].C(=O)([O-])[O-].[K+].[K+].[NH:12]1[CH2:17][CH2:16][O:15][CH2:14][CH2:13]1. Given the product [Cl:5][CH2:4][CH2:3][CH2:2][N:12]1[CH2:17][CH2:16][O:15][CH2:14][CH2:13]1, predict the reactants needed to synthesize it. (5) Given the product [Cl:1][C:2]1[CH:18]=[C:17]([Cl:19])[CH:16]=[C:15]([Cl:20])[C:3]=1[C:4]([NH:6][C:7]1[C:12]([F:13])=[CH:11][N:10]=[C:9]([NH:26][C:24]([CH:21]2[CH2:23][CH2:22]2)=[O:25])[CH:8]=1)=[O:5], predict the reactants needed to synthesize it. The reactants are: [Cl:1][C:2]1[CH:18]=[C:17]([Cl:19])[CH:16]=[C:15]([Cl:20])[C:3]=1[C:4]([NH:6][C:7]1[C:12]([F:13])=[CH:11][N:10]=[C:9](Cl)[CH:8]=1)=[O:5].[CH:21]1([C:24]([NH2:26])=[O:25])[CH2:23][CH2:22]1.CC1(C)C2C(=C(P(C3C=CC=CC=3)C3C=CC=CC=3)C=CC=2)OC2C(P(C3C=CC=CC=3)C3C=CC=CC=3)=CC=CC1=2.C([O-])([O-])=O.[Cs+].[Cs+]. (6) Given the product [C:30]12([CH2:40][O:41][C:42]3[C:50]([CH:51]4[CH2:52][CH2:53]4)=[CH:49][C:45]([C:46]([NH:48][S:65]([CH:62]4[CH2:63][CH2:64][O:60][CH2:61]4)(=[O:67])=[O:66])=[O:47])=[C:44]([F:54])[CH:43]=3)[CH2:37][CH:36]3[CH2:38][CH:32]([CH2:33][CH:34]([CH2:35]3)[CH2:39]1)[CH2:31]2, predict the reactants needed to synthesize it. The reactants are: C12(COC3C=CC(C(N)=O)=CC=3C3C(OC)=NC=CC=3)CC3CC(CC(C3)C1)C2.[C:30]12([CH2:40][O:41][C:42]3[C:50]([CH:51]4[CH2:53][CH2:52]4)=[CH:49][C:45]([C:46]([NH2:48])=[O:47])=[C:44]([F:54])[CH:43]=3)[CH2:39][CH:34]3[CH2:35][CH:36]([CH2:38][CH:32]([CH2:33]3)[CH2:31]1)[CH2:37]2.CS(Cl)(=O)=O.[O:60]1[CH2:64][CH2:63][CH:62]([S:65](Cl)(=[O:67])=[O:66])[CH2:61]1.